Dataset: NCI-60 drug combinations with 297,098 pairs across 59 cell lines. Task: Regression. Given two drug SMILES strings and cell line genomic features, predict the synergy score measuring deviation from expected non-interaction effect. (1) Drug 1: CS(=O)(=O)C1=CC(=C(C=C1)C(=O)NC2=CC(=C(C=C2)Cl)C3=CC=CC=N3)Cl. Drug 2: CC1=C(C=C(C=C1)NC(=O)C2=CC=C(C=C2)CN3CCN(CC3)C)NC4=NC=CC(=N4)C5=CN=CC=C5. Cell line: BT-549. Synergy scores: CSS=0.662, Synergy_ZIP=2.03, Synergy_Bliss=3.39, Synergy_Loewe=-1.86, Synergy_HSA=-1.42. (2) Drug 1: CNC(=O)C1=CC=CC=C1SC2=CC3=C(C=C2)C(=NN3)C=CC4=CC=CC=N4. Drug 2: C1CNP(=O)(OC1)N(CCCl)CCCl. Cell line: A549. Synergy scores: CSS=1.15, Synergy_ZIP=-2.51, Synergy_Bliss=-3.01, Synergy_Loewe=-12.4, Synergy_HSA=-2.96. (3) Drug 1: CCC(=C(C1=CC=CC=C1)C2=CC=C(C=C2)OCCN(C)C)C3=CC=CC=C3.C(C(=O)O)C(CC(=O)O)(C(=O)O)O. Drug 2: CCC1(C2=C(COC1=O)C(=O)N3CC4=CC5=C(C=CC(=C5CN(C)C)O)N=C4C3=C2)O.Cl. Cell line: T-47D. Synergy scores: CSS=35.4, Synergy_ZIP=0.496, Synergy_Bliss=1.96, Synergy_Loewe=-10.9, Synergy_HSA=3.87. (4) Drug 1: CN1CCC(CC1)COC2=C(C=C3C(=C2)N=CN=C3NC4=C(C=C(C=C4)Br)F)OC. Drug 2: CN1C(=O)N2C=NC(=C2N=N1)C(=O)N. Cell line: HCT-15. Synergy scores: CSS=9.09, Synergy_ZIP=-1.68, Synergy_Bliss=-2.41, Synergy_Loewe=-14.4, Synergy_HSA=-3.90. (5) Drug 1: C1=CC(=CC=C1C#N)C(C2=CC=C(C=C2)C#N)N3C=NC=N3. Drug 2: CC1=C(C(=O)C2=C(C1=O)N3CC4C(C3(C2COC(=O)N)OC)N4)N. Cell line: U251. Synergy scores: CSS=33.3, Synergy_ZIP=0.699, Synergy_Bliss=-0.679, Synergy_Loewe=-13.6, Synergy_HSA=-3.23. (6) Synergy scores: CSS=17.0, Synergy_ZIP=-8.89, Synergy_Bliss=0.000522, Synergy_Loewe=0.111, Synergy_HSA=0.263. Drug 1: C1CN1C2=NC(=NC(=N2)N3CC3)N4CC4. Drug 2: CC(C)(C#N)C1=CC(=CC(=C1)CN2C=NC=N2)C(C)(C)C#N. Cell line: BT-549. (7) Drug 1: C1=NNC2=C1C(=O)NC=N2. Drug 2: C1CN(P(=O)(OC1)NCCCl)CCCl. Cell line: NCI-H322M. Synergy scores: CSS=0.415, Synergy_ZIP=-1.01, Synergy_Bliss=-2.84, Synergy_Loewe=-0.192, Synergy_HSA=-2.36.